Task: Predict the reaction yield, written as a fraction of the theoretical maximum amount of product (1.0 means a 100% yield; for example, 0.34 means a 34% yield).. Dataset: Reaction yield outcomes from USPTO patents with 853,638 reactions (1) The reactants are [NH2:1][C:2]1[CH:7]=[CH:6][CH:5]=[CH:4][C:3]=1[NH:8][C:9](=[O:28])[C:10]1[CH:15]=[CH:14][C:13]([CH2:16][N:17]2[CH2:25][C:24]3[C:19](=[CH:20][CH:21]=[CH:22][C:23]=3Br)[C:18]2=[O:27])=[CH:12][CH:11]=1.[NH2:29][C:30]1[CH:31]=[C:32](B(O)O)[CH:33]=[CH:34][CH:35]=1. No catalyst specified. The product is [NH2:1][C:2]1[CH:7]=[CH:6][CH:5]=[CH:4][C:3]=1[NH:8][C:9](=[O:28])[C:10]1[CH:15]=[CH:14][C:13]([CH2:16][N:17]2[CH2:25][C:24]3[C:19](=[CH:20][CH:21]=[CH:22][C:23]=3[C:34]3[CH:33]=[CH:32][CH:31]=[C:30]([NH2:29])[CH:35]=3)[C:18]2=[O:27])=[CH:12][CH:11]=1. The yield is 0.810. (2) The reactants are [C:1]([C:3]([CH2:15][Si:16]([CH3:19])([CH3:18])[CH3:17])([CH2:9][C:10]([O:12][CH2:13][CH3:14])=[O:11])C(OCC)=O)#[N:2].O.[Br-].[Li+].Cl. The catalyst is CN(C)C=O. The product is [CH3:19][Si:16]([CH3:17])([CH3:18])[CH2:15][CH:3]([C:1]#[N:2])[CH2:9][C:10]([O:12][CH2:13][CH3:14])=[O:11]. The yield is 0.910. (3) The reactants are [CH:1]1([C:4]#[C:5][Si:6]([CH3:9])([CH3:8])[CH3:7])[CH2:3][CH2:2]1.[Li][CH2:11]CCC.S(OC)(OC)(=O)=O. The catalyst is CCOCC. The product is [CH3:7][Si:6]([CH3:9])([CH3:8])[C:5]#[C:4][C:1]1([CH3:11])[CH2:3][CH2:2]1. The yield is 0.520. (4) The yield is 0.420. The product is [OH:4][C:5]1[CH:10]=[CH:11][C:25]2[NH:26][C:28](=[O:29])[CH:9]=[CH:8][C:7]=2[C:6]=1[CH:19]=[O:22]. The catalyst is C1C=CC([P]([Pd]([P](C2C=CC=CC=2)(C2C=CC=CC=2)C2C=CC=CC=2)([P](C2C=CC=CC=2)(C2C=CC=CC=2)C2C=CC=CC=2)[P](C2C=CC=CC=2)(C2C=CC=CC=2)C2C=CC=CC=2)(C2C=CC=CC=2)C2C=CC=CC=2)=CC=1. The reactants are BrC1C(=O)[O:4][C:5]2[C:10]([C:11]=1C)=[CH:9][CH:8]=[C:7](O)[CH:6]=2.B(O)(O)O.[C:19]([O-:22])([O-])=O.[Na+].[Na+].[CH3:25][N:26]([CH:28]=[O:29])C.